This data is from Full USPTO retrosynthesis dataset with 1.9M reactions from patents (1976-2016). The task is: Predict the reactants needed to synthesize the given product. (1) Given the product [Br:8][C:3]1[C:4]([CH3:7])=[N:5][O:6][C:2]=1[NH:1][S:22]([C:19]1[S:20][CH:21]=[C:17]([CH2:9][CH2:10][C:11]2[CH:16]=[CH:15][CH:14]=[CH:13][CH:12]=2)[CH:18]=1)(=[O:23])=[O:24], predict the reactants needed to synthesize it. The reactants are: [NH2:1][C:2]1[O:6][N:5]=[C:4]([CH3:7])[C:3]=1[Br:8].[CH2:9]([C:17]1[CH:18]=[C:19]([S:22](Cl)(=[O:24])=[O:23])[S:20][CH:21]=1)[CH2:10][C:11]1[CH:16]=[CH:15][CH:14]=[CH:13][CH:12]=1. (2) Given the product [Cl:10][C:4]1[CH:3]=[C:2]([C:13]2[CH:14]=[CH:15][CH:16]=[CH:17][C:12]=2[F:11])[CH:8]=[C:7]([Cl:9])[C:5]=1[NH2:6], predict the reactants needed to synthesize it. The reactants are: Br[C:2]1[CH:8]=[C:7]([Cl:9])[C:5]([NH2:6])=[C:4]([Cl:10])[CH:3]=1.[F:11][C:12]1[CH:17]=[CH:16][CH:15]=[CH:14][C:13]=1B(O)O. (3) Given the product [C:1]1([S:7]([N:10]2[C:14]3=[N:15][CH:16]=[C:17]([O:19][CH3:20])[CH:18]=[C:13]3[CH:12]=[C:11]2[C:21]([O:29][S:46]([C:43]2[CH:44]=[CH:45][C:40]([CH3:60])=[CH:41][CH:42]=2)(=[O:48])=[O:47])=[CH:22][CH:23]2[CH2:24][CH2:25][CH2:26][CH2:27][CH2:28]2)(=[O:9])=[O:8])[CH:2]=[CH:3][CH:4]=[CH:5][CH:6]=1, predict the reactants needed to synthesize it. The reactants are: [C:1]1([S:7]([N:10]2[C:14]3=[N:15][CH:16]=[C:17]([O:19][CH3:20])[CH:18]=[C:13]3[CH:12]=[C:11]2[C:21](=[O:29])[CH2:22][CH:23]2[CH2:28][CH2:27][CH2:26][CH2:25][CH2:24]2)(=[O:9])=[O:8])[CH:6]=[CH:5][CH:4]=[CH:3][CH:2]=1.C[Si]([N-][Si](C)(C)C)(C)C.[Li+].[C:40]1([CH3:60])[CH:45]=[CH:44][C:43]([S:46](O[S:46]([C:43]2[CH:44]=[CH:45][C:40]([CH3:60])=[CH:41][CH:42]=2)(=[O:48])=[O:47])(=[O:48])=[O:47])=[CH:42][CH:41]=1. (4) Given the product [CH3:22][O:23][C:2]1[N:11]=[C:10]([N:12]([C:14]2[CH:19]=[CH:18][C:17]([O:20][CH3:21])=[CH:16][CH:15]=2)[CH3:13])[C:9]2[C:4](=[CH:5][CH:6]=[CH:7][CH:8]=2)[N:3]=1, predict the reactants needed to synthesize it. The reactants are: Cl[C:2]1[N:11]=[C:10]([N:12]([C:14]2[CH:19]=[CH:18][C:17]([O:20][CH3:21])=[CH:16][CH:15]=2)[CH3:13])[C:9]2[C:4](=[CH:5][CH:6]=[CH:7][CH:8]=2)[N:3]=1.[CH3:22][O-:23].[Na+]. (5) Given the product [C:1]([O:5][C:6](=[O:23])[NH:7][C:8]1([CH2:21][NH:24][C:25]2[CH:32]=[CH:31][C:28]([C:29]#[N:30])=[C:27]([Cl:33])[C:26]=2[CH3:34])[CH2:12][CH2:11][CH2:10][CH:9]1[O:13][Si:14]([C:17]([CH3:19])([CH3:18])[CH3:20])([CH3:15])[CH3:16])([CH3:3])([CH3:4])[CH3:2], predict the reactants needed to synthesize it. The reactants are: [C:1]([O:5][C:6](=[O:23])[NH:7][C:8]1([CH:21]=O)[CH2:12][CH2:11][CH2:10][CH:9]1[O:13][Si:14]([C:17]([CH3:20])([CH3:19])[CH3:18])([CH3:16])[CH3:15])([CH3:4])([CH3:3])[CH3:2].[NH2:24][C:25]1[CH:32]=[CH:31][C:28]([C:29]#[N:30])=[C:27]([Cl:33])[C:26]=1[CH3:34].CC(O)=O.[BH3-]C#N.[Na+]. (6) Given the product [C:3]([O:7][C:8]([N:10]1[CH2:11][CH2:12][C:13]([C:17]2[CH:22]=[CH:21][C:20]([Br:23])=[CH:19][CH:18]=2)([O:16][CH3:24])[CH2:14][CH2:15]1)=[O:9])([CH3:6])([CH3:4])[CH3:5], predict the reactants needed to synthesize it. The reactants are: [H-].[Na+].[C:3]([O:7][C:8]([N:10]1[CH2:15][CH2:14][C:13]([C:17]2[CH:22]=[CH:21][C:20]([Br:23])=[CH:19][CH:18]=2)([OH:16])[CH2:12][CH2:11]1)=[O:9])([CH3:6])([CH3:5])[CH3:4].[CH3:24]I. (7) Given the product [Br:19][C:20]1[CH:33]=[C:32]2[C:23]([O:24][C:25]3[C:26]([F:37])=[CH:27][C:28]([O:35][CH3:36])=[CH:29][C:30]=3[C:31]2([C:10]2[NH:9][CH:13]=[CH:12][N:11]=2)[OH:34])=[CH:22][CH:21]=1, predict the reactants needed to synthesize it. The reactants are: C(OC([N:9]1[CH:13]=[CH:12][N:11]=[CH:10]1)(OCC)C)C.[Li]CCCC.[Br:19][C:20]1[CH:33]=[C:32]2[C:23]([O:24][C:25]3[C:26]([F:37])=[CH:27][C:28]([O:35][CH3:36])=[CH:29][C:30]=3[C:31]2=[O:34])=[CH:22][CH:21]=1.